Dataset: NCI-60 drug combinations with 297,098 pairs across 59 cell lines. Task: Regression. Given two drug SMILES strings and cell line genomic features, predict the synergy score measuring deviation from expected non-interaction effect. (1) Drug 1: C1CCC(C1)C(CC#N)N2C=C(C=N2)C3=C4C=CNC4=NC=N3. Drug 2: C(CC(=O)O)C(=O)CN.Cl. Cell line: T-47D. Synergy scores: CSS=-6.67, Synergy_ZIP=1.49, Synergy_Bliss=-3.29, Synergy_Loewe=-8.66, Synergy_HSA=-8.42. (2) Drug 1: CC1=C(C=C(C=C1)NC2=NC=CC(=N2)N(C)C3=CC4=NN(C(=C4C=C3)C)C)S(=O)(=O)N.Cl. Drug 2: C1=NC2=C(N=C(N=C2N1C3C(C(C(O3)CO)O)F)Cl)N. Cell line: RXF 393. Synergy scores: CSS=8.61, Synergy_ZIP=-4.03, Synergy_Bliss=5.53, Synergy_Loewe=-0.477, Synergy_HSA=6.12. (3) Drug 1: C1CN(CCN1C(=O)CCBr)C(=O)CCBr. Drug 2: B(C(CC(C)C)NC(=O)C(CC1=CC=CC=C1)NC(=O)C2=NC=CN=C2)(O)O. Synergy scores: CSS=46.7, Synergy_ZIP=-2.30, Synergy_Bliss=0.210, Synergy_Loewe=-39.9, Synergy_HSA=-7.14. Cell line: 786-0.